This data is from Forward reaction prediction with 1.9M reactions from USPTO patents (1976-2016). The task is: Predict the product of the given reaction. (1) Given the reactants [C:1]([S:5][CH2:6][C:7]1[CH:25]=[C:24]([NH:26][C:27](=[O:32])[C:28]([CH3:31])([CH3:30])[CH3:29])[CH:23]=[CH:22][C:8]=1[O:9][C:10]1[CH:11]=[C:12]([CH2:18][C:19]([OH:21])=[O:20])[CH:13]=[CH:14][C:15]=1[O:16][CH3:17])([CH3:4])([CH3:3])[CH3:2].ClC1C=CC=C(C(OO)=[O:41])C=1, predict the reaction product. The product is: [CH3:29][C:28]([CH3:31])([CH3:30])[C:27]([NH:26][C:24]1[CH:23]=[CH:22][C:8]([O:9][C:10]2[CH:11]=[C:12]([CH2:18][C:19]([OH:21])=[O:20])[CH:13]=[CH:14][C:15]=2[O:16][CH3:17])=[C:7]([CH2:6][S:5]([C:1]([CH3:4])([CH3:3])[CH3:2])=[O:41])[CH:25]=1)=[O:32]. (2) Given the reactants [Cl:1][C:2]1[C:3]([O:12][C:13]2[CH:18]=[C:17]([O:19][CH2:20][O:21][CH3:22])[CH:16]=[CH:15][C:14]=2[CH2:23][CH2:24][CH2:25][OH:26])=[N:4][CH:5]=[C:6]([C:8]([F:11])([F:10])[F:9])[CH:7]=1.Cl[S:28]([N:31]=[C:32]=[O:33])(=[O:30])=[O:29].[NH2:34][CH2:35][CH2:36][O:37][CH:38]([CH3:40])[CH3:39].Cl, predict the reaction product. The product is: [CH:38]([O:37][CH2:36][CH2:35][NH:34][S:28]([NH:31][C:32](=[O:33])[O:26][CH2:25][CH2:24][CH2:23][C:14]1[CH:15]=[CH:16][C:17]([O:19][CH2:20][O:21][CH3:22])=[CH:18][C:13]=1[O:12][C:3]1[C:2]([Cl:1])=[CH:7][C:6]([C:8]([F:9])([F:11])[F:10])=[CH:5][N:4]=1)(=[O:30])=[O:29])([CH3:40])[CH3:39]. (3) Given the reactants C[O:2][C:3]([C@@H:5]1[CH2:9][CH2:8][C@@H:7]([NH:10][C:11](=[O:44])[C@@H:12]([NH:14][C:15]([C:17]2[N:21]3[C@@:22]([CH2:35][C:36]4[CH:41]=[CH:40][C:39]([C:42]#[N:43])=[CH:38][CH:37]=4)([CH3:34])[C:23](=[O:33])[N:24]([C:25]4[CH:30]=[C:29]([Cl:31])[CH:28]=[C:27]([Cl:32])[CH:26]=4)[C:20]3=[N:19][CH:18]=2)=[O:16])[CH3:13])[CH2:6]1)=[O:4].Cl.O1CCOCC1, predict the reaction product. The product is: [C:42]([C:39]1[CH:40]=[CH:41][C:36]([CH2:35][C@@:22]2([CH3:34])[N:21]3[C:17]([C:15]([NH:14][C@@H:12]([CH3:13])[C:11]([NH:10][C@@H:7]4[CH2:8][CH2:9][C@@H:5]([C:3]([OH:4])=[O:2])[CH2:6]4)=[O:44])=[O:16])=[CH:18][N:19]=[C:20]3[N:24]([C:25]3[CH:30]=[C:29]([Cl:31])[CH:28]=[C:27]([Cl:32])[CH:26]=3)[C:23]2=[O:33])=[CH:37][CH:38]=1)#[N:43].